From a dataset of Full USPTO retrosynthesis dataset with 1.9M reactions from patents (1976-2016). Predict the reactants needed to synthesize the given product. (1) Given the product [NH2:1][C:2]1[N:3]=[C:4]([NH:15][C:16]2[CH:17]=[CH:18][C:19]([NH2:22])=[CH:20][CH:21]=2)[S:5][C:6]=1[C:7]([C:9]1[CH:10]=[CH:11][CH:12]=[CH:13][CH:14]=1)=[O:8], predict the reactants needed to synthesize it. The reactants are: [NH2:1][C:2]1[N:3]=[C:4]([NH:15][C:16]2[CH:21]=[CH:20][C:19]([N+:22]([O-])=O)=[CH:18][CH:17]=2)[S:5][C:6]=1[C:7]([C:9]1[CH:14]=[CH:13][CH:12]=[CH:11][CH:10]=1)=[O:8]. (2) Given the product [N+:16]([C:7]1[CH:8]=[C:9]([O:12][CH2:13][CH2:14][CH3:15])[CH:10]=[CH:11][C:6]=1[NH:5][C:3](=[O:4])[CH2:2][CH:20]1[CH2:21][CH2:22][CH2:23][CH2:24][NH:19]1)([O-:18])=[O:17], predict the reactants needed to synthesize it. The reactants are: Cl[CH2:2][C:3]([NH:5][C:6]1[CH:11]=[CH:10][C:9]([O:12][CH2:13][CH2:14][CH3:15])=[CH:8][C:7]=1[N+:16]([O-:18])=[O:17])=[O:4].[NH:19]1[CH2:24][CH2:23][CH2:22][CH2:21][CH2:20]1. (3) Given the product [CH:1]1([CH2:6][CH2:7][C:8]([NH:11][CH2:12][CH2:13][CH2:14][N:15]2[CH2:19][CH2:18][CH2:17][CH2:16]2)=[O:9])[CH2:5][CH2:4][CH2:3][CH2:2]1, predict the reactants needed to synthesize it. The reactants are: [CH:1]1([CH2:6][CH2:7][C:8](Cl)=[O:9])[CH2:5][CH2:4][CH2:3][CH2:2]1.[NH2:11][CH2:12][CH2:13][CH2:14][N:15]1[CH2:19][CH2:18][CH2:17][CH2:16]1. (4) Given the product [CH2:1]([O:8][C:9]1[CH:24]=[C:23]([N:25]([CH2:41][C:42]2[CH:47]=[CH:46][C:45]([C:48]3[CH:53]=[CH:52][C:51]([C:62]4[CH:61]=[CH:60][CH:59]=[C:58]([C:55](=[O:57])[NH2:56])[CH:63]=4)=[CH:50][CH:49]=3)=[CH:44][CH:43]=2)[C:26](=[O:40])[CH2:27][N:28]([CH3:39])[S:29]([C:32]2[CH:37]=[CH:36][C:35]([CH3:38])=[CH:34][CH:33]=2)(=[O:31])=[O:30])[CH:22]=[CH:21][C:10]=1[C:11]([O:13][CH2:14][C:15]1[CH:20]=[CH:19][CH:18]=[CH:17][CH:16]=1)=[O:12])[C:2]1[CH:7]=[CH:6][CH:5]=[CH:4][CH:3]=1, predict the reactants needed to synthesize it. The reactants are: [CH2:1]([O:8][C:9]1[CH:24]=[C:23]([N:25]([CH2:41][C:42]2[CH:47]=[CH:46][C:45]([C:48]3[CH:53]=[CH:52][C:51](Br)=[CH:50][CH:49]=3)=[CH:44][CH:43]=2)[C:26](=[O:40])[CH2:27][N:28]([CH3:39])[S:29]([C:32]2[CH:37]=[CH:36][C:35]([CH3:38])=[CH:34][CH:33]=2)(=[O:31])=[O:30])[CH:22]=[CH:21][C:10]=1[C:11]([O:13][CH2:14][C:15]1[CH:20]=[CH:19][CH:18]=[CH:17][CH:16]=1)=[O:12])[C:2]1[CH:7]=[CH:6][CH:5]=[CH:4][CH:3]=1.[C:55]([C:58]1[CH:59]=[C:60](B(O)O)[CH:61]=[CH:62][CH:63]=1)(=[O:57])[NH2:56]. (5) Given the product [F:26][C:27]1[CH:28]=[C:29]2[C:34](=[CH:35][C:36]=1[O:19][CH3:16])[NH:33][CH:32]=[CH:31][C:30]2=[O:37], predict the reactants needed to synthesize it. The reactants are: C1C=CC(C2C=CC=CC=2)=CC=1.C1C=C[C:16]([O:19]C2C=CC=CC=2)=CC=1.[F:26][C:27]1[C:28](OC)=[C:29]2[C:34](=[CH:35][CH:36]=1)[NH:33][CH:32]=[CH:31][C:30]2=[O:37]. (6) The reactants are: C1CN([P+](ON2N=NC3C=CC=CC2=3)(N2CCCC2)N2CCCC2)CC1.F[P-](F)(F)(F)(F)F.[C:34]([C:37]1[CH:38]=[C:39]2[C:43](=[CH:44][CH:45]=1)[NH:42][C:41](=[O:46])[CH2:40]2)([OH:36])=O.[NH:47]1[CH2:52][CH2:51][O:50][CH2:49][CH2:48]1.C(N(CC)CC)C. Given the product [N:47]1([C:34]([C:37]2[CH:38]=[C:39]3[C:43](=[CH:44][CH:45]=2)[NH:42][C:41](=[O:46])[CH2:40]3)=[O:36])[CH2:52][CH2:51][O:50][CH2:49][CH2:48]1, predict the reactants needed to synthesize it. (7) Given the product [CH2:1]([O:8][C:9]1[CH:14]=[C:13]([O:15][CH2:16][CH:17]=[CH:18][CH2:19][N:51]2[CH:55]=[CH:54][N:53]=[CH:52]2)[CH:12]=[CH:11][C:10]=1[CH:21]1[N:24]([C:25]2[CH:30]=[CH:29][C:28]([F:31])=[CH:27][CH:26]=2)[C:23](=[O:32])[CH:22]1[CH2:33][CH2:34][CH:35]([O:43][Si:44]([C:47]([CH3:50])([CH3:49])[CH3:48])([CH3:46])[CH3:45])[C:36]1[CH:41]=[CH:40][C:39]([F:42])=[CH:38][CH:37]=1)[C:2]1[CH:7]=[CH:6][CH:5]=[CH:4][CH:3]=1, predict the reactants needed to synthesize it. The reactants are: [CH2:1]([O:8][C:9]1[CH:14]=[C:13]([O:15][CH2:16][CH:17]=[CH:18][CH2:19]Br)[CH:12]=[CH:11][C:10]=1[CH:21]1[N:24]([C:25]2[CH:30]=[CH:29][C:28]([F:31])=[CH:27][CH:26]=2)[C:23](=[O:32])[CH:22]1[CH2:33][CH2:34][CH:35]([O:43][Si:44]([C:47]([CH3:50])([CH3:49])[CH3:48])([CH3:46])[CH3:45])[C:36]1[CH:41]=[CH:40][C:39]([F:42])=[CH:38][CH:37]=1)[C:2]1[CH:7]=[CH:6][CH:5]=[CH:4][CH:3]=1.[NH:51]1[CH:55]=[CH:54][N:53]=[CH:52]1. (8) The reactants are: [Cl-].[CH3:2][C:3]1[S:4][CH:5]=[CH:6][C:7]=1[C:8]([O-:10])=O.C1COCC1.[CH3:16][NH2:17]. Given the product [CH3:16][NH:17][C:8]([C:7]1[CH:6]=[CH:5][S:4][C:3]=1[CH3:2])=[O:10], predict the reactants needed to synthesize it.